From a dataset of Full USPTO retrosynthesis dataset with 1.9M reactions from patents (1976-2016). Predict the reactants needed to synthesize the given product. (1) Given the product [CH2:1]([N:8]1[C:18]2[C:13](=[CH:14][CH:15]=[CH:16][CH:17]=2)[CH2:11][C:9]1=[O:10])[C:2]1[CH:3]=[CH:4][CH:5]=[CH:6][CH:7]=1, predict the reactants needed to synthesize it. The reactants are: [CH2:1]([N:8]1[C:18]2[C:13](=[CH:14][CH:15]=[CH:16][CH:17]=2)[C:11](=O)[C:9]1=[O:10])[C:2]1[CH:7]=[CH:6][CH:5]=[CH:4][CH:3]=1. (2) The reactants are: N1C=CC=C(CN)C=1.[CH3:9][C:10]1[CH:14]=[C:13]([CH2:15][NH2:16])[NH:12][N:11]=1.[F:17][C:18]1[CH:40]=[CH:39][C:21]([CH2:22][N:23]2[C@@H:27]([CH3:28])[CH2:26][N:25]([C:29]3[S:30][C:31]([C:35](O)=[O:36])=[C:32]([CH3:34])[N:33]=3)[C:24]2=[O:38])=[CH:20][CH:19]=1.FC1C=CC(CN2[C@H](C)CN(C3SC(C(O)=O)=C(C)N=3)C2=O)=CC=1. Given the product [F:17][C:18]1[CH:40]=[CH:39][C:21]([CH2:22][N:23]2[C@H:27]([CH3:28])[CH2:26][N:25]([C:29]3[S:30][C:31]([C:35]([NH:16][CH2:15][C:13]4[NH:12][N:11]=[C:10]([CH3:9])[CH:14]=4)=[O:36])=[C:32]([CH3:34])[N:33]=3)[C:24]2=[O:38])=[CH:20][CH:19]=1, predict the reactants needed to synthesize it. (3) Given the product [S:35]([O-:38])(=[O:37])(=[O:36])[CH3:34].[CH2:2]([N:4]1[C:8](=[O:9])[C:7](=[CH:10][CH:11]=[C:12]2[N:16]([CH3:17])[C:15]3[CH:18]=[CH:19][CH:20]=[CH:21][C:14]=3[S:13]2)[S:6][C:5]1=[CH:22][C:23]1[S:24][C:25]2[CH:32]=[CH:31][C:30]([F:33])=[CH:29][C:26]=2[N+:27]=1[CH3:28])[CH3:3], predict the reactants needed to synthesize it. The reactants are: [Cl-].[CH2:2]([N:4]1[C:8](=[O:9])[C:7](=[CH:10][CH:11]=[C:12]2[N:16]([CH3:17])[C:15]3[CH:18]=[CH:19][CH:20]=[CH:21][C:14]=3[S:13]2)[S:6][C:5]1=[CH:22][C:23]1[S:24][C:25]2[CH:32]=[CH:31][C:30]([F:33])=[CH:29][C:26]=2[N+:27]=1[CH3:28])[CH3:3].[CH3:34][S:35]([OH:38])(=[O:37])=[O:36].